This data is from Catalyst prediction with 721,799 reactions and 888 catalyst types from USPTO. The task is: Predict which catalyst facilitates the given reaction. (1) Reactant: [OH:1][C:2]1[C:10]2[C:5](=[CH:6][N:7]=[CH:8][CH:9]=2)[O:4][C:3]=1[C:11]1[N:16]=[CH:15][C:14]([C:17]([O:19][CH3:20])=[O:18])=[CH:13][N:12]=1.N1C=CC=CC=1.[O:27](S(C(F)(F)F)(=O)=O)[S:28]([C:31]([F:34])([F:33])[F:32])(=O)=[O:29]. Product: [F:32][C:31]([F:34])([F:33])[S:28]([O:1][C:2]1[C:10]2[C:5](=[CH:6][N:7]=[CH:8][CH:9]=2)[O:4][C:3]=1[C:11]1[N:16]=[CH:15][C:14]([C:17]([O:19][CH3:20])=[O:18])=[CH:13][N:12]=1)(=[O:29])=[O:27]. The catalyst class is: 4. (2) Reactant: [CH2:1]([N:5]1[C:13]2[C:12](=[O:14])[N:11]([CH3:15])[C:10](=[O:16])[N:9]([CH3:17])[C:8]=2[N:7]=[C:6]1[N:18]1[CH2:23][CH2:22][N:21](C(OC(C)(C)C)=O)[CH2:20][CH2:19]1)[C:2]#[C:3][CH3:4]. Product: [CH2:1]([N:5]1[C:13]2[C:12](=[O:14])[N:11]([CH3:15])[C:10](=[O:16])[N:9]([CH3:17])[C:8]=2[N:7]=[C:6]1[N:18]1[CH2:19][CH2:20][NH:21][CH2:22][CH2:23]1)[C:2]#[C:3][CH3:4]. The catalyst class is: 55. (3) Reactant: [N:1]1[CH:6]=[CH:5][CH:4]=[CH:3][CH:2]=1.[C:7]1([N:13]2[C:21]3[C:16](=[CH:17][CH:18]=[CH:19][CH:20]=3)[C:15](=[O:22])[C:14]2=[O:23])[CH:12]=[CH:11][CH:10]=[CH:9][CH:8]=1.FC(F)(F)S(O[C:30]1[CH:35]=[CH:34][CH:33]=[CH:32][C:31]=1[Si](C)(C)C)(=O)=O.[F-].[K+].O1CCOCCOCCOCCOCCOCC1. Product: [O:22]([C:15]1([C:2]2[CH:3]=[CH:4][CH:5]=[CH:6][N:1]=2)[C:16]2[C:21](=[CH:20][CH:19]=[CH:18][CH:17]=2)[N:13]([C:7]2[CH:8]=[CH:9][CH:10]=[CH:11][CH:12]=2)[C:14]1=[O:23])[C:30]1[CH:35]=[CH:34][CH:33]=[CH:32][CH:31]=1. The catalyst class is: 1. (4) Reactant: [F:1][C:2]1[CH:25]=[CH:24][C:5]([CH2:6][N:7]2[CH2:12][CH2:11][N:10]([C:13]([C:15]3[N:20]=[C:19]([C:21]([OH:23])=O)[CH:18]=[CH:17][CH:16]=3)=[O:14])[CH2:9][CH2:8]2)=[CH:4][CH:3]=1.C(N(CC)CC)C.[C:33]1([N:39]2[CH2:44][CH2:43][NH:42][CH2:41][CH2:40]2)[CH:38]=[CH:37][CH:36]=[CH:35][CH:34]=1.CN(C(ON1N=NC2C=CC=NC1=2)=[N+](C)C)C.F[P-](F)(F)(F)(F)F. Product: [F:1][C:2]1[CH:25]=[CH:24][C:5]([CH2:6][N:7]2[CH2:8][CH2:9][N:10]([C:13]([C:15]3[CH:16]=[CH:17][CH:18]=[C:19]([C:21]([N:42]4[CH2:43][CH2:44][N:39]([C:33]5[CH:38]=[CH:37][CH:36]=[CH:35][CH:34]=5)[CH2:40][CH2:41]4)=[O:23])[N:20]=3)=[O:14])[CH2:11][CH2:12]2)=[CH:4][CH:3]=1. The catalyst class is: 9. (5) Product: [Cl:8][C:6]1[N:5]=[CH:4][N:3]=[C:2]([N:9]2[CH2:14][CH2:13][CH:12]([C:15]([NH2:17])=[O:16])[CH2:11][CH2:10]2)[N:7]=1. Reactant: Cl[C:2]1[N:7]=[C:6]([Cl:8])[N:5]=[CH:4][N:3]=1.[NH:9]1[CH2:14][CH2:13][CH:12]([C:15]([NH2:17])=[O:16])[CH2:11][CH2:10]1.CCN(C(C)C)C(C)C. The catalyst class is: 3.